From a dataset of NCI-60 drug combinations with 297,098 pairs across 59 cell lines. Regression. Given two drug SMILES strings and cell line genomic features, predict the synergy score measuring deviation from expected non-interaction effect. (1) Drug 1: COC1=CC(=CC(=C1O)OC)C2C3C(COC3=O)C(C4=CC5=C(C=C24)OCO5)OC6C(C(C7C(O6)COC(O7)C8=CC=CS8)O)O. Drug 2: C1C(C(OC1N2C=NC(=NC2=O)N)CO)O. Cell line: CCRF-CEM. Synergy scores: CSS=70.8, Synergy_ZIP=-0.609, Synergy_Bliss=-0.229, Synergy_Loewe=5.34, Synergy_HSA=7.43. (2) Drug 1: C1=CC(=CC=C1CC(C(=O)O)N)N(CCCl)CCCl.Cl. Drug 2: CCCCC(=O)OCC(=O)C1(CC(C2=C(C1)C(=C3C(=C2O)C(=O)C4=C(C3=O)C=CC=C4OC)O)OC5CC(C(C(O5)C)O)NC(=O)C(F)(F)F)O. Cell line: ACHN. Synergy scores: CSS=27.4, Synergy_ZIP=-0.629, Synergy_Bliss=-0.345, Synergy_Loewe=-1.57, Synergy_HSA=0.323. (3) Drug 1: C1=CC(=CC=C1CCC2=CNC3=C2C(=O)NC(=N3)N)C(=O)NC(CCC(=O)O)C(=O)O. Drug 2: CC(C)(C#N)C1=CC(=CC(=C1)CN2C=NC=N2)C(C)(C)C#N. Cell line: OVCAR-8. Synergy scores: CSS=42.6, Synergy_ZIP=16.0, Synergy_Bliss=13.2, Synergy_Loewe=5.27, Synergy_HSA=14.2. (4) Drug 1: CC1OCC2C(O1)C(C(C(O2)OC3C4COC(=O)C4C(C5=CC6=C(C=C35)OCO6)C7=CC(=C(C(=C7)OC)O)OC)O)O. Drug 2: C1=CN(C(=O)N=C1N)C2C(C(C(O2)CO)O)O.Cl. Cell line: OVCAR-8. Synergy scores: CSS=46.6, Synergy_ZIP=-5.72, Synergy_Bliss=-3.70, Synergy_Loewe=-8.97, Synergy_HSA=1.31.